Dataset: Forward reaction prediction with 1.9M reactions from USPTO patents (1976-2016). Task: Predict the product of the given reaction. (1) Given the reactants [F:1][C:2]1[CH:7]=[CH:6][CH:5]=[C:4]([F:8])[N:3]=1.[Li+].CC([N-]C(C)C)C.[CH:17](N1CCCCC1)=[O:18].Cl, predict the reaction product. The product is: [F:1][C:2]1[C:7]([CH:17]=[O:18])=[CH:6][CH:5]=[C:4]([F:8])[N:3]=1. (2) Given the reactants [CH3:1][C:2]1[C:7]([O:8][C:9]2[C:10]([NH:22][C:23]3[S:27][N:26]=[C:25]([C@H:28]4[C:32]([CH3:34])([CH3:33])[O:31]C(C)(C)[O:29]4)[N:24]=3)=[N:11][CH:12]=[C:13]([S:15][C:16]3[CH:21]=[CH:20][CH:19]=[CH:18][N:17]=3)[CH:14]=2)=[CH:6][CH:5]=[CH:4][N:3]=1.[ClH:37], predict the reaction product. The product is: [ClH:37].[CH3:34][C:32]([OH:31])([CH3:33])[C@H:28]([C:25]1[N:24]=[C:23]([NH:22][C:10]2[C:9]([O:8][C:7]3[C:2]([CH3:1])=[N:3][CH:4]=[CH:5][CH:6]=3)=[CH:14][C:13]([S:15][C:16]3[CH:21]=[CH:20][CH:19]=[CH:18][N:17]=3)=[CH:12][N:11]=2)[S:27][N:26]=1)[OH:29].